This data is from Full USPTO retrosynthesis dataset with 1.9M reactions from patents (1976-2016). The task is: Predict the reactants needed to synthesize the given product. Given the product [F:25][C:22]([F:23])([F:24])[S:19]([O:1][C:2]1[CH2:3][C@H:4]2[N:9]([C:10]([O:12][C:40]([CH3:41])([CH3:44])[CH3:34])=[O:11])[C@H:7]([CH2:6][CH2:5]2)[CH:8]=1)(=[O:20])=[O:21], predict the reactants needed to synthesize it. The reactants are: [O:1]=[C:2]1[CH2:8][CH:7]2[N:9]([C:10]([O-:12])=[O:11])[CH:4]([CH2:5][CH2:6]2)[CH2:3]1.[F:23][C:22]([F:25])([F:24])[S:19](N(C1C=CC=CC=1)[S:19]([C:22]([F:25])([F:24])[F:23])(=[O:21])=[O:20])(=[O:21])=[O:20].[C:34](OCC)(=O)C.[CH2:40]1[CH2:44]OC[CH2:41]1.